Dataset: Full USPTO retrosynthesis dataset with 1.9M reactions from patents (1976-2016). Task: Predict the reactants needed to synthesize the given product. Given the product [CH:1]1[C:10]2[C:5](=[CH:6][CH:7]=[CH:8][CH:9]=2)[CH:4]=[CH:3][C:2]=1[CH:11]([CH3:17])[C:12]([O:14][CH2:15][CH3:16])=[O:13], predict the reactants needed to synthesize it. The reactants are: [CH:1]1[C:10]2[C:5](=[CH:6][CH:7]=[CH:8][CH:9]=2)[CH:4]=[CH:3][C:2]=1[CH2:11][C:12]([O:14][CH2:15][CH3:16])=[O:13].[CH3:17][Si]([N-][Si](C)(C)C)(C)C.[Li+].CI.